Task: Regression. Given a peptide amino acid sequence and an MHC pseudo amino acid sequence, predict their binding affinity value. This is MHC class I binding data.. Dataset: Peptide-MHC class I binding affinity with 185,985 pairs from IEDB/IMGT (1) The MHC is HLA-A02:01 with pseudo-sequence HLA-A02:01. The binding affinity (normalized) is 0.433. The peptide sequence is LLFLMSFTI. (2) The peptide sequence is GAINSNLPF. The MHC is Mamu-A01 with pseudo-sequence Mamu-A01. The binding affinity (normalized) is 0.